Task: Binary Classification. Given a T-cell receptor sequence (or CDR3 region) and an epitope sequence, predict whether binding occurs between them.. Dataset: TCR-epitope binding with 47,182 pairs between 192 epitopes and 23,139 TCRs (1) The epitope is KLSYGIATV. The TCR CDR3 sequence is CASSRDIPLYGYTF. Result: 1 (the TCR binds to the epitope). (2) The epitope is ALSKGVHFV. The TCR CDR3 sequence is CASEEVYEQYF. Result: 1 (the TCR binds to the epitope). (3) The epitope is IVTDFSVIK. The TCR CDR3 sequence is CASSPPLLSGYTGELFF. Result: 0 (the TCR does not bind to the epitope). (4) The epitope is SSTFNVPMEKLK. The TCR CDR3 sequence is CASSLLAGELFF. Result: 0 (the TCR does not bind to the epitope). (5) The epitope is YIFFASFYY. The TCR CDR3 sequence is CASSPSYIEQFF. Result: 1 (the TCR binds to the epitope).